This data is from NCI-60 drug combinations with 297,098 pairs across 59 cell lines. The task is: Regression. Given two drug SMILES strings and cell line genomic features, predict the synergy score measuring deviation from expected non-interaction effect. (1) Drug 1: COC1=CC(=CC(=C1O)OC)C2C3C(COC3=O)C(C4=CC5=C(C=C24)OCO5)OC6C(C(C7C(O6)COC(O7)C8=CC=CS8)O)O. Drug 2: C1=NC(=NC(=O)N1C2C(C(C(O2)CO)O)O)N. Cell line: SW-620. Synergy scores: CSS=36.1, Synergy_ZIP=1.54, Synergy_Bliss=3.63, Synergy_Loewe=-5.25, Synergy_HSA=5.83. (2) Drug 1: C1=CN(C(=O)N=C1N)C2C(C(C(O2)CO)O)O.Cl. Drug 2: C1=NC2=C(N=C(N=C2N1C3C(C(C(O3)CO)O)O)F)N. Cell line: HCC-2998. Synergy scores: CSS=60.3, Synergy_ZIP=-3.71, Synergy_Bliss=-4.10, Synergy_Loewe=0.446, Synergy_HSA=2.44. (3) Drug 1: CC1OCC2C(O1)C(C(C(O2)OC3C4COC(=O)C4C(C5=CC6=C(C=C35)OCO6)C7=CC(=C(C(=C7)OC)O)OC)O)O. Drug 2: B(C(CC(C)C)NC(=O)C(CC1=CC=CC=C1)NC(=O)C2=NC=CN=C2)(O)O. Cell line: M14. Synergy scores: CSS=14.6, Synergy_ZIP=-5.26, Synergy_Bliss=1.02, Synergy_Loewe=0.727, Synergy_HSA=0.214. (4) Drug 1: C1CCC(C1)C(CC#N)N2C=C(C=N2)C3=C4C=CNC4=NC=N3. Drug 2: CC(C)(C#N)C1=CC(=CC(=C1)CN2C=NC=N2)C(C)(C)C#N. Cell line: 786-0. Synergy scores: CSS=3.50, Synergy_ZIP=-1.18, Synergy_Bliss=1.16, Synergy_Loewe=1.55, Synergy_HSA=2.03. (5) Drug 1: CN1CCC(CC1)COC2=C(C=C3C(=C2)N=CN=C3NC4=C(C=C(C=C4)Br)F)OC. Drug 2: CC1C(C(CC(O1)OC2CC(CC3=C2C(=C4C(=C3O)C(=O)C5=CC=CC=C5C4=O)O)(C(=O)C)O)N)O. Cell line: CAKI-1. Synergy scores: CSS=52.1, Synergy_ZIP=-4.88, Synergy_Bliss=-2.47, Synergy_Loewe=0.701, Synergy_HSA=2.46. (6) Drug 1: COC1=CC(=CC(=C1O)OC)C2C3C(COC3=O)C(C4=CC5=C(C=C24)OCO5)OC6C(C(C7C(O6)COC(O7)C8=CC=CS8)O)O. Drug 2: C(CC(=O)O)C(=O)CN.Cl. Cell line: OVCAR-8. Synergy scores: CSS=20.5, Synergy_ZIP=1.77, Synergy_Bliss=2.48, Synergy_Loewe=-33.8, Synergy_HSA=1.07.